This data is from Cav3 T-type calcium channel HTS with 100,875 compounds. The task is: Binary Classification. Given a drug SMILES string, predict its activity (active/inactive) in a high-throughput screening assay against a specified biological target. (1) The compound is OC(=O)Cn1nc2c(n1)cccc2. The result is 0 (inactive). (2) The drug is O=C(Nc1nn(c2nc3c(cc12)ccc(c3)C)C)CC(C)C. The result is 0 (inactive).